From a dataset of Forward reaction prediction with 1.9M reactions from USPTO patents (1976-2016). Predict the product of the given reaction. (1) Given the reactants [Cl:1][C:2]1[CH:7]=[CH:6][C:5]([C@H:8]2[C:17]3[C:12](=[CH:13][C:14]([O:22][CH3:23])=[C:15]([O:18][CH:19]([CH3:21])[CH3:20])[CH:16]=3)[CH2:11][C:10](=[O:24])[N:9]2[C:25]2[CH:26]=[CH:27][C:28]([N:31]([CH2:33][C@H:34]3[CH2:39][CH2:38][C@H:37]([NH:40][CH2:41][C:42]([NH:44][CH:45]([CH3:47])[CH3:46])=[O:43])[CH2:36][CH2:35]3)[CH3:32])=[N:29][CH:30]=2)=[CH:4][CH:3]=1.[CH2:48]=O, predict the reaction product. The product is: [Cl:1][C:2]1[CH:3]=[CH:4][C:5]([C@H:8]2[C:17]3[C:12](=[CH:13][C:14]([O:22][CH3:23])=[C:15]([O:18][CH:19]([CH3:20])[CH3:21])[CH:16]=3)[CH2:11][C:10](=[O:24])[N:9]2[C:25]2[CH:30]=[N:29][C:28]([N:31]([CH2:33][C@H:34]3[CH2:35][CH2:36][C@H:37]([N:40]4[CH2:41][C:42](=[O:43])[N:44]([CH:45]([CH3:47])[CH3:46])[CH2:48]4)[CH2:38][CH2:39]3)[CH3:32])=[CH:27][CH:26]=2)=[CH:6][CH:7]=1. (2) Given the reactants [CH3:1][O:2][C:3](=[O:27])[CH:4]([NH:15][C:16](=[O:26])[C:17]1[C:22]([CH3:23])=[CH:21][C:20]([CH3:24])=[CH:19][C:18]=1[CH3:25])[CH2:5][C:6]1[CH:11]=[CH:10][C:9]([N:12]=[N+:13]=[N-:14])=[CH:8][CH:7]=1.C([O:30][CH:31](OCC)[C:32]#[CH:33])C, predict the reaction product. The product is: [CH3:1][O:2][C:3](=[O:27])[CH:4]([NH:15][C:16](=[O:26])[C:17]1[C:18]([CH3:25])=[CH:19][C:20]([CH3:24])=[CH:21][C:22]=1[CH3:23])[CH2:5][C:6]1[CH:7]=[CH:8][C:9]([N:12]2[CH:33]=[C:32]([CH:31]=[O:30])[N:14]=[N:13]2)=[CH:10][CH:11]=1. (3) Given the reactants C([O:8][C:9]1[CH:14]=[CH:13][C:12]([N:15]([CH3:66])[C:16]([C:18]2[CH:19]=[C:20]([C:27]3[CH:28]=[C:29]4[C:34](=[CH:35][C:36]=3[C:37]([N:39]3[C@H:48]([CH2:49][N:50]5[CH2:55][CH2:54][O:53][CH2:52][CH2:51]5)[CH2:47][C:46]5[C:41](=[CH:42][CH:43]=[CH:44][CH:45]=5)[CH2:40]3)=[O:38])[CH2:33][N:32]([C:56]([O:58][C:59]3[CH:64]=[CH:63][CH:62]=[C:61]([CH3:65])[CH:60]=3)=[O:57])[CH2:31][CH2:30]4)[N:21]3[C:26]=2[CH2:25][CH2:24][CH2:23][CH2:22]3)=[O:17])=[CH:11][CH:10]=1)C1C=CC=CC=1, predict the reaction product. The product is: [OH:8][C:9]1[CH:10]=[CH:11][C:12]([N:15]([CH3:66])[C:16]([C:18]2[CH:19]=[C:20]([C:27]3[CH:28]=[C:29]4[C:34](=[CH:35][C:36]=3[C:37]([N:39]3[C@H:48]([CH2:49][N:50]5[CH2:51][CH2:52][O:53][CH2:54][CH2:55]5)[CH2:47][C:46]5[C:41](=[CH:42][CH:43]=[CH:44][CH:45]=5)[CH2:40]3)=[O:38])[CH2:33][N:32]([C:56]([O:58][C:59]3[CH:64]=[CH:63][CH:62]=[C:61]([CH3:65])[CH:60]=3)=[O:57])[CH2:31][CH2:30]4)[N:21]3[C:26]=2[CH2:25][CH2:24][CH2:23][CH2:22]3)=[O:17])=[CH:13][CH:14]=1.